From a dataset of Catalyst prediction with 721,799 reactions and 888 catalyst types from USPTO. Predict which catalyst facilitates the given reaction. Reactant: [Cl:1][C:2]1[CH:7]=[CH:6][C:5]([N+:8]([O-])=O)=[CH:4][C:3]=1[C:11]1[S:12][C:13]2[CH:19]=[CH:18][C:17]([C:20]([F:23])([F:22])[F:21])=[CH:16][C:14]=2[N:15]=1.Cl. Product: [Cl:1][C:2]1[CH:7]=[CH:6][C:5]([NH2:8])=[CH:4][C:3]=1[C:11]1[S:12][C:13]2[CH:19]=[CH:18][C:17]([C:20]([F:22])([F:21])[F:23])=[CH:16][C:14]=2[N:15]=1. The catalyst class is: 190.